Dataset: HIV replication inhibition screening data with 41,000+ compounds from the AIDS Antiviral Screen. Task: Binary Classification. Given a drug SMILES string, predict its activity (active/inactive) in a high-throughput screening assay against a specified biological target. (1) The drug is O=C(Nc1cccc(F)c1)c1c(O)nc(S)nc1O. The result is 0 (inactive). (2) The drug is CC(Nc1nnc(O)c2c1nnn2Cc1ccccc1)c1ccccc1. The result is 1 (active). (3) The molecule is COc1ccccc1C1(c2ccccc2OC)OC(=O)c2ccccc21. The result is 0 (inactive). (4) The drug is CC(C)CCCC(C)C1CCC2C3CCC4CC(CCCC=C(c5cc(Cl)c(O)c(C(=O)O)c5)c5cc(Cl)c(O)c(C(=O)O)c5)CCC4(C)C3CCC12C.N. The result is 1 (active).